From a dataset of Catalyst prediction with 721,799 reactions and 888 catalyst types from USPTO. Predict which catalyst facilitates the given reaction. (1) Reactant: [CH3:1][O:2][C:3]1[CH:8]=[C:7]([N:9]2[CH2:14][CH2:13][N:12]([CH3:15])[CH2:11][CH2:10]2)[CH:6]=[CH:5][C:4]=1[NH:16][C:17](=[O:23])[O:18][C:19]([CH3:22])([CH3:21])[CH3:20].[H-].[Na+].[Cl:26][C:27]1[CH:32]=[C:31](Cl)[N:30]=[CH:29][N:28]=1. Product: [Cl:26][C:27]1[N:28]=[CH:29][N:30]=[C:31]([N:16]([C:4]2[CH:5]=[CH:6][C:7]([N:9]3[CH2:14][CH2:13][N:12]([CH3:15])[CH2:11][CH2:10]3)=[CH:8][C:3]=2[O:2][CH3:1])[C:17](=[O:23])[O:18][C:19]([CH3:20])([CH3:22])[CH3:21])[CH:32]=1. The catalyst class is: 1. (2) Reactant: P(Br)(Br)([Br:3])=O.[Cl:6][C:7]1[CH:16]=[C:15]2[C:10]([C:11](O)=[CH:12][C:13]([C:17]3[CH:22]=[CH:21][CH:20]=[CH:19][CH:18]=3)=[N:14]2)=[CH:9][CH:8]=1.CN(C=O)C.C. Product: [Br:3][C:11]1[C:10]2[C:15](=[CH:16][C:7]([Cl:6])=[CH:8][CH:9]=2)[N:14]=[C:13]([C:17]2[CH:22]=[CH:21][CH:20]=[CH:19][CH:18]=2)[CH:12]=1. The catalyst class is: 68. (3) Reactant: [CH2:1]([C:3]1[N:4]([C:28]2[CH:33]=[CH:32][C:31]([O:34][C:35]([CH3:39])([CH3:38])[CH2:36][OH:37])=[CH:30][CH:29]=2)[C:5](=[O:27])[C:6]([CH2:12][C:13]2[CH:18]=[CH:17][C:16]([C:19]3[C:20]([C:25]#[N:26])=[CH:21][CH:22]=[CH:23][CH:24]=3)=[CH:15][CH:14]=2)=[C:7]([CH2:9][CH2:10][CH3:11])[N:8]=1)[CH3:2].N1C(C)=CC=CC=1C.FC(F)(F)S(O[Si:54]([C:57]([CH3:60])([CH3:59])[CH3:58])([CH3:56])[CH3:55])(=O)=O. Product: [Si:54]([O:37][CH2:36][C:35]([CH3:39])([CH3:38])[O:34][C:31]1[CH:30]=[CH:29][C:28]([N:4]2[C:5](=[O:27])[C:6]([CH2:12][C:13]3[CH:14]=[CH:15][C:16]([C:19]4[C:20]([C:25]#[N:26])=[CH:21][CH:22]=[CH:23][CH:24]=4)=[CH:17][CH:18]=3)=[C:7]([CH2:9][CH2:10][CH3:11])[N:8]=[C:3]2[CH2:1][CH3:2])=[CH:33][CH:32]=1)([C:57]([CH3:60])([CH3:59])[CH3:58])([CH3:56])[CH3:55]. The catalyst class is: 96. (4) The catalyst class is: 1. Reactant: [F:1][C:2]1[CH:7]=[CH:6][CH:5]=[CH:4][C:3]=1[O:8][C:9]([F:12])([F:11])[F:10].[Li]CCCC.CN(CCN(C)C)C.[I:26]I. Product: [F:1][C:2]1[C:3]([O:8][C:9]([F:11])([F:10])[F:12])=[CH:4][CH:5]=[CH:6][C:7]=1[I:26]. (5) Reactant: Cl[C:2]1[N:11]=[C:10]([NH:12][CH2:13][CH:14]([C:20]2[CH:25]=[CH:24][CH:23]=[CH:22][CH:21]=2)[N:15]2[CH2:19][CH2:18][CH2:17][CH2:16]2)[C:9]2[C:4](=[CH:5][CH:6]=[CH:7][CH:8]=2)[N:3]=1.[CH3:26][N:27]([CH3:37])[C:28]1[CH:33]=[CH:32][C:31](B(O)O)=[CH:30][CH:29]=1.CN(C)C1C=CC(C2N=C(NCC(C3C=CC=CC=3)C3NC=CC=3)C3C(=CC=CC=3)N=2)=CC=1. Product: [CH3:26][N:27]([CH3:37])[C:28]1[CH:33]=[CH:32][C:31]([C:2]2[N:11]=[C:10]([NH:12][CH2:13][CH:14]([C:20]3[CH:25]=[CH:24][CH:23]=[CH:22][CH:21]=3)[N:15]3[CH2:19][CH2:18][CH2:17][CH2:16]3)[C:9]3[C:4](=[CH:5][CH:6]=[CH:7][CH:8]=3)[N:3]=2)=[CH:30][CH:29]=1. The catalyst class is: 61. (6) Reactant: Cl[CH2:2][C:3]1[CH:4]=[C:5]2[C:9](=[C:10]([N+:12]([O-:14])=[O:13])[CH:11]=1)[NH:8][C:7]([C:15]1[S:16][CH2:17][C@@H:18]([CH2:20][O:21][C:22](=[O:27])[C:23]([CH3:26])([CH3:25])[CH3:24])[N:19]=1)=[CH:6]2.[NH:28]1[CH:32]=[N:31][CH:30]=[N:29]1.CN(C=O)C. Product: [N:28]1([CH2:2][C:3]2[CH:4]=[C:5]3[C:9](=[C:10]([N+:12]([O-:14])=[O:13])[CH:11]=2)[NH:8][C:7]([C:15]2[S:16][CH2:17][C@@H:18]([CH2:20][O:21][C:22](=[O:27])[C:23]([CH3:26])([CH3:25])[CH3:24])[N:19]=2)=[CH:6]3)[CH:32]=[N:31][CH:30]=[N:29]1. The catalyst class is: 16. (7) Reactant: [Cl:1][C:2]1[CH:3]=[C:4]([CH:10]=[CH:11][C:12]=1[Cl:13])[CH:5]=[CH:6][C:7]([OH:9])=O.C(Cl)(=O)C(Cl)=O.[CH3:20][N:21]([CH3:37])[CH:22]1[CH2:26][CH2:25][N:24]([C:27]2[S:28][C:29]3[CH:35]=[C:34]([NH2:36])[CH:33]=[CH:32][C:30]=3[N:31]=2)[CH2:23]1. Product: [Cl:1][C:2]1[CH:3]=[C:4]([CH:5]=[CH:6][C:7]([NH:36][C:34]2[CH:33]=[CH:32][C:30]3[N:31]=[C:27]([N:24]4[CH2:25][CH2:26][CH:22]([N:21]([CH3:37])[CH3:20])[CH2:23]4)[S:28][C:29]=3[CH:35]=2)=[O:9])[CH:10]=[CH:11][C:12]=1[Cl:13]. The catalyst class is: 85. (8) Reactant: Cl.[CH3:2][N:3]([CH3:24])[CH:4]1[CH2:9][CH2:8][N:7]([C:10]([C:12]2[CH:13]=[C:14]3[C:18](=[CH:19][CH:20]=2)[NH:17][C:16]([C:21]([OH:23])=O)=[CH:15]3)=[O:11])[CH2:6][CH2:5]1.[F:25][B-](F)(F)F.N1(OC(N(C)C)=[N+](C)C)C2C=CC=CC=2N=N1.[F:47][C:48]1C=CC(N)=CC=1.C([N:58]([CH2:62][CH3:63])[CH:59]([CH3:61])C)(C)C. Product: [F:25][C:48]1([F:47])[CH2:61][CH2:59][N:58]([C:21]([C:16]2[NH:17][C:18]3[C:14]([CH:15]=2)=[CH:13][C:12]([C:10]([N:7]2[CH2:8][CH2:9][CH:4]([N:3]([CH3:2])[CH3:24])[CH2:5][CH2:6]2)=[O:11])=[CH:20][CH:19]=3)=[O:23])[CH2:62][CH2:63]1. The catalyst class is: 9. (9) Reactant: [Cl:1][C:2]1[N:10]=[C:9]2[C:5]([NH:6][CH:7]=[N:8]2)=[C:4](Cl)[N:3]=1.C[C:13]([C:15]1[CH:20]=[CH:19][C:18]([NH2:21])=[CH:17][CH:16]=1)=[O:14]. The catalyst class is: 51. Product: [Cl:1][C:2]1[N:10]=[C:9]2[C:5]([N:6]=[CH:7][NH:8]2)=[C:4]([NH:21][C:18]2[CH:19]=[CH:20][C:15]([CH:13]=[O:14])=[CH:16][CH:17]=2)[N:3]=1. (10) Product: [CH3:9][C:2]1([CH3:1])[CH2:3][CH:4]([NH:30][C:33]([NH:13][C:12]2[CH:14]=[C:15]([B:19]3[O:23][C:22]([CH3:25])([CH3:24])[C:21]([CH3:27])([CH3:26])[O:20]3)[C:16]([CH3:18])=[CH:17][C:11]=2[F:10])=[O:42])[CH2:5]1. The catalyst class is: 12. Reactant: [CH3:1][C:2]1([CH3:9])[CH2:5][CH:4](C(O)=O)[CH2:3]1.[F:10][C:11]1[CH:17]=[C:16]([CH3:18])[C:15]([B:19]2[O:23][C:22]([CH3:25])([CH3:24])[C:21]([CH3:27])([CH3:26])[O:20]2)=[CH:14][C:12]=1[NH2:13].C([N:30]([CH2:33]C)CC)C.C1(P(N=[N+]=[N-])(C2C=CC=CC=2)=[O:42])C=CC=CC=1.